From a dataset of Choline transporter screen with 302,306 compounds. Binary Classification. Given a drug SMILES string, predict its activity (active/inactive) in a high-throughput screening assay against a specified biological target. (1) The compound is O1C(c2c(CC1)cccc2)CNC(=O)c1ccc(OCC)cc1. The result is 0 (inactive). (2) The drug is Clc1cc(/C=C\C(=O)Nc2ccc(S(=O)(=O)N)cc2)ccc1. The result is 0 (inactive).